From a dataset of Reaction yield outcomes from USPTO patents with 853,638 reactions. Predict the reaction yield, written as a fraction of the theoretical maximum amount of product (1.0 means a 100% yield; for example, 0.34 means a 34% yield). The catalyst is CN(C)C=O. The reactants are [C:1]([C:3]1[CH:11]=[CH:10][CH:9]=[C:8]2[C:4]=1[CH:5]=[CH:6][NH:7]2)#[N:2].[C:12](=O)([O-])[O-].[K+].[K+].IC. The product is [CH3:12][N:7]1[C:8]2[CH:9]=[CH:10][CH:11]=[C:3]([C:1]#[N:2])[C:4]=2[CH:5]=[CH:6]1. The yield is 0.970.